This data is from Forward reaction prediction with 1.9M reactions from USPTO patents (1976-2016). The task is: Predict the product of the given reaction. (1) The product is: [OH:47][C@H:8]([CH2:7][OH:6])[CH2:9][NH:10][C:11]1[CH:16]=[CH:15][C:14]([CH2:17][CH2:18][S:19]([N:22]2[CH2:23][CH2:24][C:25]3([N:29]=[C:28]([C:30]4[CH:35]=[CH:34][C:33]([C:36]([F:39])([F:38])[F:37])=[CH:32][CH:31]=4)[NH:27][C:26]3=[O:40])[CH2:41][CH2:42]2)(=[O:21])=[O:20])=[C:13]([CH3:43])[CH:12]=1. Given the reactants [OH-].[K+].C([O:6][CH2:7][C@@H:8]([O:47]C(=O)C)[CH2:9][N:10](C(=O)C)[C:11]1[CH:16]=[CH:15][C:14]([CH2:17][CH2:18][S:19]([N:22]2[CH2:42][CH2:41][C:25]3([N:29]=[C:28]([C:30]4[CH:35]=[CH:34][C:33]([C:36]([F:39])([F:38])[F:37])=[CH:32][CH:31]=4)[NH:27][C:26]3=[O:40])[CH2:24][CH2:23]2)(=[O:21])=[O:20])=[C:13]([CH3:43])[CH:12]=1)(=O)C, predict the reaction product. (2) Given the reactants [NH2:1]/[C:2](/[CH3:9])=[CH:3]/[C:4]([O:6][CH2:7][CH3:8])=[O:5].Cl, predict the reaction product. The product is: [CH3:9][C:2]1[NH:1][C:4](=[O:5])[CH:3]=[C:2]([CH3:9])[C:3]=1[C:4]([O:6][CH2:7][CH3:8])=[O:5].